From a dataset of Forward reaction prediction with 1.9M reactions from USPTO patents (1976-2016). Predict the product of the given reaction. (1) Given the reactants [NH2:1][CH2:2][C:3]1[C:12](=[O:13])[C:11]2[C:6](=[CH:7][C:8]([Cl:14])=[CH:9][CH:10]=2)[N:5]([C:15]2[CH:20]=[CH:19][CH:18]=[CH:17][CH:16]=2)[CH:4]=1.C(N(CC)C(C)C)(C)C.Cl[C:31]1[CH:36]=[C:35](Cl)[N:34]=[CH:33][N:32]=1.[NH:38]1[CH2:43][CH2:42][CH2:41][CH2:40][CH2:39]1, predict the reaction product. The product is: [Cl:14][C:8]1[CH:7]=[C:6]2[C:11]([C:12](=[O:13])[C:3]([CH2:2][NH:1][C:31]3[CH:36]=[C:35]([N:38]4[CH2:43][CH2:42][CH2:41][CH2:40][CH2:39]4)[N:34]=[CH:33][N:32]=3)=[CH:4][N:5]2[C:15]2[CH:16]=[CH:17][CH:18]=[CH:19][CH:20]=2)=[CH:10][CH:9]=1. (2) The product is: [NH2:19][C:20]1[C:29]([C:13]2[CH:14]=[CH:15][C:10]([S:7]([N:4]3[CH2:5][CH2:6][O:1][CH2:2][CH2:3]3)(=[O:9])=[O:8])=[CH:11][CH:12]=2)=[N:28][C:27]([Br:31])=[CH:26][C:21]=1[C:22]([O:24][CH3:25])=[O:23]. Given the reactants [O:1]1[CH2:6][CH2:5][N:4]([S:7]([C:10]2[CH:15]=[CH:14][C:13](B(O)O)=[CH:12][CH:11]=2)(=[O:9])=[O:8])[CH2:3][CH2:2]1.[NH2:19][C:20]1[C:29](Br)=[N:28][C:27]([Br:31])=[CH:26][C:21]=1[C:22]([O:24][CH3:25])=[O:23].C(=O)([O-])[O-].[Na+].[Na+], predict the reaction product.